From a dataset of Reaction yield outcomes from USPTO patents with 853,638 reactions. Predict the reaction yield, written as a fraction of the theoretical maximum amount of product (1.0 means a 100% yield; for example, 0.34 means a 34% yield). (1) The reactants are [Cl:1][C:2]1[CH:3]=[C:4]2[C:12](=[C:13]([NH:15][C:16]([CH:18]3[CH2:23][O:22][C:21]([CH3:25])([CH3:24])[CH2:20][N:19]3[CH2:26][CH:27]([NH2:30])[CH2:28][CH3:29])=[O:17])[CH:14]=1)[NH:11][C:10]1[CH:9]=[N:8][CH:7]=[CH:6][C:5]2=1.[CH3:31][C:32]1[N:40]=[CH:39][CH:38]=[CH:37][C:33]=1[C:34](O)=[O:35].CCN=C=NCCCN(C)C. The catalyst is N1C=CC=CC=1.O. The product is [Cl:1][C:2]1[CH:3]=[C:4]2[C:12](=[C:13]([NH:15][C:16]([CH:18]3[CH2:23][O:22][C:21]([CH3:24])([CH3:25])[CH2:20][N:19]3[CH2:26][CH:27]([NH:30][C:34]([C:33]3[C:32]([CH3:31])=[N:40][CH:39]=[CH:38][CH:37]=3)=[O:35])[CH2:28][CH3:29])=[O:17])[CH:14]=1)[NH:11][C:10]1[CH:9]=[N:8][CH:7]=[CH:6][C:5]2=1. The yield is 0.710. (2) The reactants are Cl[C:2]1[N:7]=[CH:6][C:5]([NH2:8])=[C:4]([CH3:9])[CH:3]=1.[F:10][C:11]1[CH:16]=[CH:15][C:14]([O:17][CH3:18])=[CH:13][C:12]=1B(O)O. No catalyst specified. The product is [F:10][C:11]1[CH:16]=[CH:15][C:14]([O:17][CH3:18])=[CH:13][C:12]=1[C:2]1[N:7]=[CH:6][C:5]([NH2:8])=[C:4]([CH3:9])[CH:3]=1. The yield is 0.760. (3) The reactants are Cl.Cl.[C:3]1([N:9]2[CH2:14][CH2:13][N:12]([C:15]([O:17][CH2:18][CH:19]3[O:24][CH2:23][CH2:22][NH:21][CH2:20]3)=[O:16])[CH2:11][CH2:10]2)[CH:8]=[CH:7][CH:6]=[CH:5][CH:4]=1.[C:25](Cl)(=[O:27])[CH3:26]. The catalyst is N1C=CC=CC=1. The product is [C:3]1([N:9]2[CH2:14][CH2:13][N:12]([C:15]([O:17][CH2:18][CH:19]3[O:24][CH2:23][CH2:22][N:21]([C:25](=[O:27])[CH3:26])[CH2:20]3)=[O:16])[CH2:11][CH2:10]2)[CH:4]=[CH:5][CH:6]=[CH:7][CH:8]=1. The yield is 0.780. (4) The reactants are [CH2:1]([O:8][C:9]1[CH:31]=[CH:30][C:29]([C:32](=O)[CH2:33]Br)=[CH:28][C:10]=1[C:11]([NH:13][C:14]1[CH:19]=[C:18]([C:20]([F:23])([F:22])[F:21])[CH:17]=[C:16]([C:24]([F:27])([F:26])[F:25])[CH:15]=1)=[O:12])[C:2]1[CH:7]=[CH:6][CH:5]=[CH:4][CH:3]=1.[C:36]([NH2:39])(=[S:38])[CH3:37].C(=O)([O-])O.[Na+].C(O)C. The catalyst is O. The product is [CH2:1]([O:8][C:9]1[CH:31]=[CH:30][C:29]([C:32]2[N:39]=[C:36]([CH3:37])[S:38][CH:33]=2)=[CH:28][C:10]=1[C:11]([NH:13][C:14]1[CH:19]=[C:18]([C:20]([F:22])([F:23])[F:21])[CH:17]=[C:16]([C:24]([F:27])([F:25])[F:26])[CH:15]=1)=[O:12])[C:2]1[CH:7]=[CH:6][CH:5]=[CH:4][CH:3]=1. The yield is 0.675. (5) The reactants are Br[C:2]1[CH:3]=[CH:4][C:5]2[C:11]3[S:12][C:13]([C:15]([N:17]([C:19]4[CH:24]=[CH:23][C:22]([C:25](=[O:29])[N:26]([CH3:28])[CH3:27])=[CH:21][C:20]=4[Cl:30])[CH3:18])=[O:16])=[CH:14][C:10]=3[CH2:9][CH2:8][O:7][C:6]=2[CH:31]=1.[CH3:32][OH:33].CN([CH:37]=[O:38])C. The catalyst is C1C=CC(P(C2C=CC=CC=2)[C-]2C=CC=C2)=CC=1.C1C=CC(P(C2C=CC=CC=2)[C-]2C=CC=C2)=CC=1.[Fe+2].CC([O-])=O.CC([O-])=O.[Pd+2]. The product is [Cl:30][C:20]1[CH:21]=[C:22]([C:25](=[O:29])[N:26]([CH3:28])[CH3:27])[CH:23]=[CH:24][C:19]=1[N:17]([CH3:18])[C:15]([C:13]1[S:12][C:11]2[C:5]3[CH:4]=[CH:3][C:2]([C:32]([O:38][CH3:37])=[O:33])=[CH:31][C:6]=3[O:7][CH2:8][CH2:9][C:10]=2[CH:14]=1)=[O:16]. The yield is 0.890.